From a dataset of Full USPTO retrosynthesis dataset with 1.9M reactions from patents (1976-2016). Predict the reactants needed to synthesize the given product. (1) Given the product [C:37]([NH:2][C@H:3]1[CH2:8][CH2:7][C@H:6]([NH:9][C:10]([C:12]2[C:16]3[N:17]=[CH:18][N:19]=[C:20]([C:21]4[CH:26]=[C:25]([CH:27]([F:29])[F:28])[CH:24]=[CH:23][C:22]=4[O:30][CH2:31][CH:32]4[CH2:33][CH2:34]4)[C:15]=3[NH:14][C:13]=2[CH3:35])=[O:11])[CH2:5][C@H:4]1[F:36])(=[O:39])[CH3:38], predict the reactants needed to synthesize it. The reactants are: Cl.[NH2:2][C@H:3]1[CH2:8][CH2:7][C@H:6]([NH:9][C:10]([C:12]2[C:16]3[N:17]=[CH:18][N:19]=[C:20]([C:21]4[CH:26]=[C:25]([CH:27]([F:29])[F:28])[CH:24]=[CH:23][C:22]=4[O:30][CH2:31][CH:32]4[CH2:34][CH2:33]4)[C:15]=3[NH:14][C:13]=2[CH3:35])=[O:11])[CH2:5][C@H:4]1[F:36].[C:37](Cl)(=[O:39])[CH3:38]. (2) Given the product [CH3:25][O:24][C:20]([C:21]1[S:22][C:2]2[CH:18]=[C:17]([F:19])[CH:16]=[CH:15][C:3]=2[C:4]=1[CH:6]1[CH2:11][CH2:10][N:9]([C:12](=[O:14])[CH3:13])[CH2:8][CH2:7]1)=[O:23], predict the reactants needed to synthesize it. The reactants are: F[C:2]1[CH:18]=[C:17]([F:19])[CH:16]=[CH:15][C:3]=1[C:4]([CH:6]1[CH2:11][CH2:10][N:9]([C:12](=[O:14])[CH3:13])[CH2:8][CH2:7]1)=O.[C:20]([O:24][CH3:25])(=[O:23])[CH2:21][SH:22].[H-].[Na+]. (3) Given the product [Br:6][C:7]1[CH:12]=[CH:11][C:10]([CH2:13][CH2:14][N:23]2[CH2:28][CH2:27][CH2:26][CH2:25][CH2:24]2)=[CH:9][CH:8]=1, predict the reactants needed to synthesize it. The reactants are: CS(Cl)(=O)=O.[Br:6][C:7]1[CH:12]=[CH:11][C:10]([CH2:13][CH2:14]O)=[CH:9][CH:8]=1.C(N(CC)CC)C.[NH:23]1[CH2:28][CH2:27][CH2:26][CH2:25][CH2:24]1.C(=O)([O-])[O-].[K+].[K+]. (4) Given the product [Br:29][C:30]1[CH:43]=[CH:42][C:33]([CH2:34][C:35]2[O:36][C:37]([CH3:41])=[C:38]([CH3:40])[C:39]=2[C:7]([C:6]2[CH:10]=[C:11]([CH:15]([CH3:17])[CH3:16])[C:12]([O:13][CH3:14])=[C:4]([CH:1]([CH3:2])[CH3:3])[CH:5]=2)=[O:9])=[CH:32][CH:31]=1, predict the reactants needed to synthesize it. The reactants are: [CH:1]([C:4]1[CH:5]=[C:6]([CH:10]=[C:11]([CH:15]([CH3:17])[CH3:16])[C:12]=1[O:13][CH3:14])[C:7]([OH:9])=O)([CH3:3])[CH3:2].C(Cl)(=O)C(Cl)=O.[Sn](Cl)(Cl)(Cl)Cl.[Br:29][C:30]1[CH:43]=[CH:42][C:33]([CH2:34][C:35]2[O:36][C:37]([CH3:41])=[C:38]([CH3:40])[CH:39]=2)=[CH:32][CH:31]=1. (5) Given the product [Cl:1][C:2]1[CH:7]=[C:6]([CH2:8][CH2:9][CH2:10][CH2:11][N:44]2[CH2:45][CH:42]([O:41][CH3:40])[CH2:43]2)[C:5]([C:13]#[N:14])=[CH:4][C:3]=1[NH:15][C:16]1[N:21]=[C:20]([NH:22][CH:32]2[CH2:33][CH2:34]2)[C:19]2=[N:35][CH:36]=[C:37]([C:38]#[N:39])[N:18]2[N:17]=1, predict the reactants needed to synthesize it. The reactants are: [Cl:1][C:2]1[CH:7]=[C:6]([CH2:8][CH2:9][CH2:10][CH:11]=O)[C:5]([C:13]#[N:14])=[CH:4][C:3]=1[NH:15][C:16]1[N:21]=[C:20]([N:22]([CH:32]2[CH2:34][CH2:33]2)CC2C=CC(OC)=CC=2)[C:19]2=[N:35][CH:36]=[C:37]([C:38]#[N:39])[N:18]2[N:17]=1.[CH3:40][O:41][CH:42]1[CH2:45][NH:44][CH2:43]1.CC(O)=O.C([BH3-])#N.[Na+]. (6) Given the product [Cl:4][C:5]1[C:14]([O:2][CH3:1])=[N:13][C:12]2[C:7](=[CH:8][CH:9]=[C:10]([Cl:16])[CH:11]=2)[N:6]=1, predict the reactants needed to synthesize it. The reactants are: [CH3:1][O-:2].[Na+].[Cl:4][C:5]1[C:14](Cl)=[N:13][C:12]2[C:7](=[CH:8][CH:9]=[C:10]([Cl:16])[CH:11]=2)[N:6]=1.